This data is from NCI-60 drug combinations with 297,098 pairs across 59 cell lines. The task is: Regression. Given two drug SMILES strings and cell line genomic features, predict the synergy score measuring deviation from expected non-interaction effect. (1) Drug 1: CCC1(C2=C(COC1=O)C(=O)N3CC4=CC5=C(C=CC(=C5CN(C)C)O)N=C4C3=C2)O.Cl. Drug 2: C1C(C(OC1N2C=NC(=NC2=O)N)CO)O. Cell line: NCI-H322M. Synergy scores: CSS=7.03, Synergy_ZIP=-0.728, Synergy_Bliss=1.28, Synergy_Loewe=-0.0519, Synergy_HSA=1.27. (2) Drug 1: CC1C(C(CC(O1)OC2CC(CC3=C2C(=C4C(=C3O)C(=O)C5=C(C4=O)C(=CC=C5)OC)O)(C(=O)C)O)N)O.Cl. Drug 2: CC12CCC3C(C1CCC2O)C(CC4=C3C=CC(=C4)O)CCCCCCCCCS(=O)CCCC(C(F)(F)F)(F)F. Cell line: OVCAR-4. Synergy scores: CSS=-1.98, Synergy_ZIP=-2.43, Synergy_Bliss=-5.40, Synergy_Loewe=-7.00, Synergy_HSA=-5.08. (3) Drug 1: C1=C(C(=O)NC(=O)N1)F. Drug 2: CN1C2=C(C=C(C=C2)N(CCCl)CCCl)N=C1CCCC(=O)O.Cl. Cell line: SK-MEL-2. Synergy scores: CSS=29.5, Synergy_ZIP=-0.691, Synergy_Bliss=-3.77, Synergy_Loewe=-16.0, Synergy_HSA=-4.86. (4) Drug 1: C1=NC(=NC(=O)N1C2C(C(C(O2)CO)O)O)N. Cell line: CCRF-CEM. Synergy scores: CSS=40.5, Synergy_ZIP=-0.789, Synergy_Bliss=-0.824, Synergy_Loewe=-55.4, Synergy_HSA=-0.174. Drug 2: CN(C(=O)NC(C=O)C(C(C(CO)O)O)O)N=O.